Dataset: Reaction yield outcomes from USPTO patents with 853,638 reactions. Task: Predict the reaction yield, written as a fraction of the theoretical maximum amount of product (1.0 means a 100% yield; for example, 0.34 means a 34% yield). (1) The reactants are [Cl:1][C:2]1[N:7]=[C:6](Cl)[C:5]([O:9][CH3:10])=[CH:4][N:3]=1.[NH:11]1[CH2:16][CH2:15][O:14][CH2:13][CH2:12]1.[NH4+].[Cl-]. The catalyst is C1(C)C=CC=CC=1. The product is [Cl:1][C:2]1[N:7]=[C:6]([N:11]2[CH2:16][CH2:15][O:14][CH2:13][CH2:12]2)[C:5]([O:9][CH3:10])=[CH:4][N:3]=1. The yield is 0.931. (2) The reactants are [CH3:1][CH:2]1[CH:6]([CH3:7])[O:5][C:4]2([CH:12]=[C:11]([CH3:13])[C:10](=[O:14])[C:9]([CH3:15])=[CH:8]2)[O:3]1.[H-].[Na+].[I-].[CH3:19][S+](C)(C)=O.O1CC[CH2:26][CH2:25]1. The catalyst is CN(C)C=O.O.C(OCC)(=O)C.CCCCCCC.C(OC)(C)(C)C. The product is [C:25]([C:10]1([OH:14])[C:11]2([CH3:19])[CH:12]([CH2:13]2)[C:4]2([O:5][CH:6]([CH3:7])[CH:2]([CH3:1])[O:3]2)[CH:8]=[C:9]1[CH3:15])#[CH:26]. The yield is 0.690.